Dataset: Peptide-MHC class I binding affinity with 185,985 pairs from IEDB/IMGT. Task: Regression. Given a peptide amino acid sequence and an MHC pseudo amino acid sequence, predict their binding affinity value. This is MHC class I binding data. (1) The binding affinity (normalized) is 0.435. The MHC is HLA-A03:01 with pseudo-sequence HLA-A03:01. The peptide sequence is TSRTLSYYK. (2) The peptide sequence is TIWAANAGV. The MHC is HLA-A02:03 with pseudo-sequence HLA-A02:03. The binding affinity (normalized) is 0.470. (3) The peptide sequence is QEPGPVGPL. The MHC is HLA-B57:01 with pseudo-sequence HLA-B57:01. The binding affinity (normalized) is 0.213. (4) The peptide sequence is RAVHADMGY. The MHC is HLA-B35:01 with pseudo-sequence HLA-B35:01. The binding affinity (normalized) is 0.257.